Dataset: HIV replication inhibition screening data with 41,000+ compounds from the AIDS Antiviral Screen. Task: Binary Classification. Given a drug SMILES string, predict its activity (active/inactive) in a high-throughput screening assay against a specified biological target. The compound is FC(F)(Sc1ccccn1)c1nc2ccccc2o1. The result is 1 (active).